Dataset: Full USPTO retrosynthesis dataset with 1.9M reactions from patents (1976-2016). Task: Predict the reactants needed to synthesize the given product. (1) Given the product [C:8]([O:7][C:5]([C:4]1[C:12]([C:13]([OH:15])=[O:14])=[N:23][NH:25][C:1]=1[CH3:2])=[O:6])([CH3:11])([CH3:10])[CH3:9], predict the reactants needed to synthesize it. The reactants are: [C:1](/[C:4](=[C:12](\[NH2:23])/[C:13]([O:15]CC1C=CC=CC=1)=[O:14])/[C:5]([O:7][C:8]([CH3:11])([CH3:10])[CH3:9])=[O:6])(=O)[CH3:2].O.[NH2:25]N. (2) The reactants are: CC[C@@H]1[C@@H]2C[C@H]([C@@H](OC3C4C(=CC=CC=4)C(O[C@@H]([C:47]4[CH:56]=[CH:55][N:54]=[C:53]5[C:48]=4[CH:49]=[C:50]([O:57]C)C=C5)[C@@H]4N5C[C@H](CC)[C@@H](CC5)C4)=NN=3)[C:47]3[CH:56]=[CH:55][N:54]=[C:53]4[C:48]=3[CH:49]=[C:50]([O:57]C)C=C4)N(CC2)C1.CS([NH-])(=O)=[O:61].[C:64]1([S:70]([N:73]2C3=NC=C(C=C)C=C3[CH:75]=[CH:74]2)(=[O:72])=[O:71])[CH:69]=[CH:68][CH:67]=[CH:66][CH:65]=1.S([O-])([O-])=O.[Na+].[Na+]. Given the product [C:64]1([S:70]([N:73]2[C:55]3=[N:54][CH:53]=[C:48]([CH:49]([OH:61])[CH2:50][OH:57])[CH:47]=[C:56]3[CH:75]=[CH:74]2)(=[O:72])=[O:71])[CH:69]=[CH:68][CH:67]=[CH:66][CH:65]=1, predict the reactants needed to synthesize it. (3) The reactants are: [Cl:1][C:2]1[CH:3]=[C:4]([C@:8]([C@@H:17]2[CH2:22][CH2:21][CH2:20][N:19](C(OC(C)(C)C)=O)[CH2:18]2)([O:15][CH3:16])[CH2:9][CH2:10][CH2:11][CH2:12][O:13][CH3:14])[CH:5]=[CH:6][CH:7]=1. Given the product [Cl:1][C:2]1[CH:3]=[C:4]([C@:8]([C@@H:17]2[CH2:22][CH2:21][CH2:20][NH:19][CH2:18]2)([O:15][CH3:16])[CH2:9][CH2:10][CH2:11][CH2:12][O:13][CH3:14])[CH:5]=[CH:6][CH:7]=1, predict the reactants needed to synthesize it. (4) Given the product [C:6]([CH:4]([O:10][C:11]([C:14]([C:17]([C:20]([OH:26])=[O:21])([F:19])[F:18])([F:15])[F:16])([F:13])[F:12])[F:5])([F:9])([F:7])[F:8], predict the reactants needed to synthesize it. The reactants are: FC([C:4]([O:10][C:11]([C:14]([C:17]([C:20](F)=[O:21])([F:19])[F:18])([F:16])[F:15])([F:13])[F:12])([C:6]([F:9])([F:8])[F:7])[F:5])=O.FC(F)(C(F)(F)C(F)=O)C(F)=[O:26].C(=O)([O-])[O-].[Na+].[Na+].C(=O)=O.S(=O)(=O)(O)O.[OH-].[Na+]. (5) The reactants are: [CH3:1][S:2][C:3]1[C:11]([OH:12])=[CH:10][CH:9]=[C:8]2[C:4]=1[CH:5]=[N:6][NH:7]2.O[C@H:14]1[CH2:19][CH2:18][C@H:17]([N:20]2[C:28](=[O:29])[C:27]3[C:22](=[CH:23][CH:24]=[CH:25][CH:26]=3)[C:21]2=[O:30])[CH2:16][CH2:15]1.CS(C1C(OC2CCCN(C(OC(C)(C)C)=O)CC2)=CC=C2C=1C=NN2)(=O)=O.C(C=P(CCCC)(CCCC)CCCC)#N. Given the product [CH3:1][S:2][C:3]1[C:11]([O:12][C@@H:14]2[CH2:15][CH2:16][C@H:17]([N:20]3[C:21](=[O:30])[C:22]4[C:27](=[CH:26][CH:25]=[CH:24][CH:23]=4)[C:28]3=[O:29])[CH2:18][CH2:19]2)=[CH:10][CH:9]=[C:8]2[C:4]=1[CH:5]=[N:6][NH:7]2, predict the reactants needed to synthesize it. (6) Given the product [CH3:1][O:2][C:3]1[N:8]=[C:7](/[CH:9]=[CH:10]/[C:11]2[N:30]=[C:14]3[C:15]([C:20]4[CH:25]=[CH:24][CH:23]=[CH:22][C:21]=4[C:26]([F:29])([F:28])[F:27])=[CH:16][CH2:17][CH2:18][N:13]3[N:12]=2)[CH:6]=[CH:5][C:4]=1[N:31]1[CH:35]=[C:34]([CH3:36])[N:33]=[CH:32]1, predict the reactants needed to synthesize it. The reactants are: [CH3:1][O:2][C:3]1[N:8]=[C:7](/[CH:9]=[CH:10]/[C:11]2[N:30]=[C:14]3[C:15]([C:20]4[CH:25]=[CH:24][CH:23]=[CH:22][C:21]=4[C:26]([F:29])([F:28])[F:27])(O)[CH2:16][CH2:17][CH2:18][N:13]3[N:12]=2)[CH:6]=[CH:5][C:4]=1[N:31]1[CH:35]=[C:34]([CH3:36])[N:33]=[CH:32]1.C(N(S(F)(F)F)CC)C.C(OCC)(=O)C.O. (7) Given the product [CH:56]12[CH2:32][CH:31]([CH:36]=[CH:35]1)[CH2:30][C@@H:26]2[C:27]([O:29][N:13]1[C:3](=[O:4])[CH2:2][CH2:5][C:17]1=[O:23])=[O:28], predict the reactants needed to synthesize it. The reactants are: C(O)[C:2](N)([CH2:5]O)[CH2:3][OH:4].Cl.[Cl-].[Cl-].[Ca+2].[N-:13]=[N+]=[N-].[Na+].[C:17]([OH:23])(C(F)(F)F)=O.C([C:26](=[CH:30][C:31]1[CH:36]=[CH:35]C(O)=C[CH:32]=1)[C:27]([OH:29])=[O:28])#N.[Li+].[Br-].C([O-])(=O)C.[U+2](=O)=O.C([O-])(=O)C.[2H]C(Cl)(Cl)Cl.[C:56]. (8) Given the product [CH2:23]([C:25]([NH:38][C:4]([C:6]1[CH:10]=[N:9][N:8]2[CH:11]([CH3:20])[CH:12]([C:14]3[CH:15]=[CH:16][CH:17]=[CH:18][CH:19]=3)[NH:13][C:7]=12)=[O:5])([C:28]1[CH:33]=[CH:32][C:31]([C:34]([F:36])([F:37])[F:35])=[CH:30][CH:29]=1)[CH2:26][CH3:27])[CH3:24], predict the reactants needed to synthesize it. The reactants are: C(O[C:4]([C:6]1[CH:10]=[N:9][N:8]2[CH:11]([CH3:20])[CH:12]([C:14]3[CH:19]=[CH:18][CH:17]=[CH:16][CH:15]=3)[NH:13][C:7]=12)=[O:5])C.[OH-].[K+].[CH2:23]([C:25]([NH2:38])([C:28]1[CH:33]=[CH:32][C:31]([C:34]([F:37])([F:36])[F:35])=[CH:30][CH:29]=1)[CH2:26][CH3:27])[CH3:24].CN(C(ON1N=NC2C=CC=NC1=2)=[N+](C)C)C.F[P-](F)(F)(F)(F)F.CCN(C(C)C)C(C)C.